This data is from Forward reaction prediction with 1.9M reactions from USPTO patents (1976-2016). The task is: Predict the product of the given reaction. (1) Given the reactants [C:1]([O:4][CH2:5][C@@H:6]1[C@@H:11]([O:12][C:13](=[O:15])[CH3:14])[C@H:10]([O:16][C:17](=[O:19])[CH3:18])[C@H:9]([F:20])[C@@H:8]([O:21][C:22]2[CH:27]=[CH:26][C:25](Br)=[CH:24][C:23]=2[CH3:29])[O:7]1)(=[O:3])[CH3:2].[CH3:30][NH:31][C:32](=[O:48])[C:33]1[CH:38]=[CH:37][CH:36]=[C:35](B2OC(C)(C)C(C)(C)O2)[CH:34]=1.C([O-])([O-])=O.[Cs+].[Cs+], predict the reaction product. The product is: [C:1]([O:4][CH2:5][C@@H:6]1[C@@H:11]([O:12][C:13](=[O:15])[CH3:14])[C@H:10]([O:16][C:17](=[O:19])[CH3:18])[C@H:9]([F:20])[C@@H:8]([O:21][C:22]2[CH:27]=[CH:26][C:25]([C:35]3[CH:36]=[CH:37][CH:38]=[C:33]([C:32](=[O:48])[NH:31][CH3:30])[CH:34]=3)=[CH:24][C:23]=2[CH3:29])[O:7]1)(=[O:3])[CH3:2]. (2) Given the reactants [CH3:1][O:2][C:3](=[O:24])[C@@H:4]([NH:13][C:14](=[O:23])[C:15]1[CH:20]=[C:19]([NH2:21])[CH:18]=[CH:17][C:16]=1[Cl:22])[CH2:5][C:6]1[CH:11]=[CH:10][C:9]([Br:12])=[CH:8][CH:7]=1.[C:25]1([CH:35]=O)[C:34]2[C:29](=[CH:30][CH:31]=[CH:32][CH:33]=2)[CH:28]=[CH:27][CH:26]=1.[BH-](OC(C)=O)(OC(C)=O)OC(C)=O.[Na+].C(Cl)Cl, predict the reaction product. The product is: [CH3:1][O:2][C:3](=[O:24])[C@@H:4]([NH:13][C:14](=[O:23])[C:15]1[CH:20]=[C:19]([NH:21][CH2:35][C:25]2[C:34]3[C:29](=[CH:30][CH:31]=[CH:32][CH:33]=3)[CH:28]=[CH:27][CH:26]=2)[CH:18]=[CH:17][C:16]=1[Cl:22])[CH2:5][C:6]1[CH:7]=[CH:8][C:9]([Br:12])=[CH:10][CH:11]=1.